From a dataset of Forward reaction prediction with 1.9M reactions from USPTO patents (1976-2016). Predict the product of the given reaction. (1) Given the reactants F[C:2]1[CH:7]=[CH:6][C:5]([N+:8]([O-:10])=[O:9])=[CH:4][CH:3]=1.C([O-])([O-])=O.[Cs+].[Cs+].[CH2:17]([OH:20])[CH2:18][OH:19].CCCCCC.C(OCC)(=O)C, predict the reaction product. The product is: [N+:8]([C:5]1[CH:6]=[CH:7][C:2]([O:19][CH2:18][CH2:17][OH:20])=[CH:3][CH:4]=1)([O-:10])=[O:9]. (2) Given the reactants [C:1]([CH:9]1[CH2:14][CH2:13][N:12]([CH2:15][CH2:16][CH2:17][O:18][C:19]2[CH:26]=[CH:25][C:22]([C:23]#[N:24])=[CH:21][CH:20]=2)[CH2:11][CH2:10]1)(=[O:8])[C:2]1[CH:7]=[CH:6][CH:5]=[CH:4][CH:3]=1.[CH:27]1([Mg]Cl)[CH2:31][CH2:30][CH2:29][CH2:28]1, predict the reaction product. The product is: [CH:27]1([C:1]([OH:8])([C:2]2[CH:3]=[CH:4][CH:5]=[CH:6][CH:7]=2)[CH:9]2[CH2:10][CH2:11][N:12]([CH2:15][CH2:16][CH2:17][O:18][C:19]3[CH:20]=[CH:21][C:22]([C:23]#[N:24])=[CH:25][CH:26]=3)[CH2:13][CH2:14]2)[CH2:31][CH2:30][CH2:29][CH2:28]1. (3) Given the reactants [CH3:1][O:2][C:3]([C:5]1[C:13]2[C:8](=[N:9][CH:10]=[C:11](Br)[N:12]=2)[N:7]([CH2:15][O:16][CH2:17][CH2:18][Si:19]([CH3:22])([CH3:21])[CH3:20])[CH:6]=1)=[O:4].[Br-].[N:24]1[CH:29]=[CH:28][CH:27]=[CH:26][C:25]=1[Zn+], predict the reaction product. The product is: [CH3:1][O:2][C:3]([C:5]1[C:13]2[C:8](=[N:9][CH:10]=[C:11]([C:25]3[CH:26]=[CH:27][CH:28]=[CH:29][N:24]=3)[N:12]=2)[N:7]([CH2:15][O:16][CH2:17][CH2:18][Si:19]([CH3:22])([CH3:21])[CH3:20])[CH:6]=1)=[O:4]. (4) Given the reactants Br[CH2:2][C:3]1[CH:4]=[C:5]([C:9]2[CH:13]=[C:12]([CH2:14][CH:15]([CH3:17])[CH3:16])[S:11][C:10]=2[S:18]([NH:21][C:22]([CH3:25])([CH3:24])[CH3:23])(=[O:20])=[O:19])[CH:6]=[CH:7][CH:8]=1.[CH2:26]([C:30]1[NH:31][CH:32]=[CH:33][N:34]=1)[CH2:27][CH2:28][CH3:29], predict the reaction product. The product is: [CH2:26]([C:30]1[N:31]([CH2:2][C:3]2[CH:4]=[C:5]([C:9]3[CH:13]=[C:12]([CH2:14][CH:15]([CH3:17])[CH3:16])[S:11][C:10]=3[S:18]([NH:21][C:22]([CH3:25])([CH3:24])[CH3:23])(=[O:20])=[O:19])[CH:6]=[CH:7][CH:8]=2)[CH:32]=[CH:33][N:34]=1)[CH2:27][CH2:28][CH3:29]. (5) Given the reactants [NH:1]1[C:5]2[CH:6]=[CH:7][CH:8]=[CH:9][C:4]=2[N:3]=[N:2]1.[Cl:10][C:11]1[CH:19]=[CH:18][C:14]([C:15]([NH2:17])=[O:16])=[CH:13][CH:12]=1.[CH:20](=O)[CH:21]([CH3:23])[CH3:22].C1(C)C=CC(S(O)(=O)=O)=CC=1, predict the reaction product. The product is: [N:1]1([CH:20]([NH:17][C:15](=[O:16])[C:14]2[CH:18]=[CH:19][C:11]([Cl:10])=[CH:12][CH:13]=2)[CH:21]([CH3:23])[CH3:22])[C:5]2[CH:6]=[CH:7][CH:8]=[CH:9][C:4]=2[N:3]=[N:2]1. (6) Given the reactants [CH3:1][N:2]([CH3:51])[CH2:3][C:4]([N:6]1[C:15]2[C:10](=[CH:11][C:12]([O:49][CH3:50])=[C:13]([NH:16][C:17]3[N:18]=[C:19]([NH:36][C:37]4[C:42]([C:43]([NH:45][CH3:46])=[O:44])=[C:41]([F:47])[C:40]([F:48])=[CH:39][CH:38]=4)[C:20]4[CH:25]=[CH:24][N:23](S(C5C=CC(C)=CC=5)(=O)=O)[C:21]=4[N:22]=3)[CH:14]=2)[CH2:9][CH2:8][CH2:7]1)=[O:5].O.[OH-].[Na+], predict the reaction product. The product is: [CH3:51][N:2]([CH3:1])[CH2:3][C:4]([N:6]1[C:15]2[C:10](=[CH:11][C:12]([O:49][CH3:50])=[C:13]([NH:16][C:17]3[NH:22][C:21]4=[N:23][CH:24]=[CH:25][C:20]4=[C:19]([NH:36][C:37]4[C:42]([C:43]([NH:45][CH3:46])=[O:44])=[C:41]([F:47])[C:40]([F:48])=[CH:39][CH:38]=4)[N:18]=3)[CH:14]=2)[CH2:9][CH2:8][CH2:7]1)=[O:5]. (7) Given the reactants [NH2:1][C:2]1[N:3]=[CH:4][C:5]([C:8]2[C:9]([F:19])=[C:10]([OH:18])[C:11]([CH:14]3[CH2:17][CH2:16][CH2:15]3)=[CH:12][CH:13]=2)=[N:6][CH:7]=1.Cl[C:21]1[CH:26]=[C:25]([CH2:27][CH:28]([CH3:30])[CH3:29])[N:24]=[C:23]([NH2:31])[N:22]=1, predict the reaction product. The product is: [NH2:1][C:2]1[N:3]=[CH:4][C:5]([C:8]2[C:9]([F:19])=[C:10]([C:11]([CH:14]3[CH2:15][CH2:16][CH2:17]3)=[CH:12][CH:13]=2)[O:18][C:21]2[CH:26]=[C:25]([CH2:27][CH:28]([CH3:29])[CH3:30])[N:24]=[C:23]([NH2:31])[N:22]=2)=[N:6][CH:7]=1.